The task is: Predict the reactants needed to synthesize the given product.. This data is from Full USPTO retrosynthesis dataset with 1.9M reactions from patents (1976-2016). (1) Given the product [Cl:1][C:2]1[CH:7]=[CH:6][C:5]([CH2:8][C:9]2[C:18]3[C:13](=[CH:14][CH:15]=[CH:16][CH:17]=3)[C:12](=[O:19])[N:11]([CH:20]3[CH2:26][CH2:25][CH2:24][N:23]([CH2:38][CH2:39][NH:40][C:41](=[O:42])[O:43][C:44]([CH3:47])([CH3:46])[CH3:45])[CH2:22][CH2:21]3)[N:10]=2)=[CH:4][CH:3]=1, predict the reactants needed to synthesize it. The reactants are: [Cl:1][C:2]1[CH:7]=[CH:6][C:5]([CH2:8][C:9]2[C:18]3[C:13](=[CH:14][CH:15]=[CH:16][CH:17]=3)[C:12](=[O:19])[N:11]([CH:20]3[CH2:26][CH2:25][CH2:24][NH:23][CH2:22][CH2:21]3)[N:10]=2)=[CH:4][CH:3]=1.CC1C=CC(S(O[CH2:38][CH2:39][NH:40][C:41]([O:43][C:44]([CH3:47])([CH3:46])[CH3:45])=[O:42])(=O)=O)=CC=1.[I-].[Na+].CCN(C(C)C)C(C)C. (2) Given the product [NH2:9][C:10]1[N:18]=[CH:17][N:16]=[C:15]2[C:11]=1[N:12]=[CH:13][N:14]2[CH:19]1[CH:23]([OH:24])[CH:22]([O:28][CH2:29][C:30]2[CH:31]=[CH:32][CH:33]=[CH:34][CH:35]=2)[C:21]([C:38]([C:51]2[CH:56]=[CH:55][CH:54]=[CH:53][CH:52]=2)([C:45]2[CH:46]=[CH:47][CH:48]=[CH:49][CH:50]=2)[O:39][SiH2:40][C:41]([CH3:42])([CH3:43])[CH3:44])([CH:36]=[CH2:37])[O:20]1, predict the reactants needed to synthesize it. The reactants are: C([NH:9][C:10]1[N:18]=[CH:17][N:16]=[C:15]2[C:11]=1[N:12]=[CH:13][N:14]2[CH:19]1[CH:23]([O:24]C(=O)C)[CH:22]([O:28][CH2:29][C:30]2[CH:35]=[CH:34][CH:33]=[CH:32][CH:31]=2)[C:21]([C:38]([C:51]2[CH:56]=[CH:55][CH:54]=[CH:53][CH:52]=2)([C:45]2[CH:50]=[CH:49][CH:48]=[CH:47][CH:46]=2)[O:39][SiH2:40][C:41]([CH3:44])([CH3:43])[CH3:42])([CH:36]=[CH2:37])[O:20]1)(=O)C1C=CC=CC=1.N. (3) The reactants are: COCCOC.Cl[C:8]1[CH:13]=[C:12]([O:14][CH3:15])[N:11]=[CH:10][N:9]=1.[CH3:16][C:17]1[CH:23]=[CH:22][C:20]([NH2:21])=[C:19](B2OC(C)(C)C(C)(C)O2)[CH:18]=1.C([O-])([O-])=O.[Na+].[Na+]. Given the product [CH3:15][O:14][C:12]1[N:11]=[CH:10][N:9]=[C:8]([C:19]2[CH:18]=[C:17]([CH3:16])[CH:23]=[CH:22][C:20]=2[NH2:21])[CH:13]=1, predict the reactants needed to synthesize it. (4) Given the product [N:21]1([CH2:20][CH2:19][O:18][C:11]2[C:12]3[C:17](=[CH:16][CH:15]=[CH:14][CH:13]=3)[C:8]([NH:7][C:5]([C:4]3[CH:27]=[C:28]([CH3:30])[N:29]=[C:2]([N:34]4[CH2:35][CH2:36][CH2:37][CH:32]([CH3:31])[CH2:33]4)[CH:3]=3)=[O:6])=[CH:9][CH:10]=2)[CH2:26][CH2:25][O:24][CH2:23][CH2:22]1, predict the reactants needed to synthesize it. The reactants are: Cl[C:2]1[CH:3]=[C:4]([CH:27]=[C:28]([CH3:30])[N:29]=1)[C:5]([NH:7][C:8]1[C:17]2[C:12](=[CH:13][CH:14]=[CH:15][CH:16]=2)[C:11]([O:18][CH2:19][CH2:20][N:21]2[CH2:26][CH2:25][O:24][CH2:23][CH2:22]2)=[CH:10][CH:9]=1)=[O:6].[CH3:31][CH:32]1[CH2:37][CH2:36][CH2:35][NH:34][CH2:33]1. (5) The reactants are: [C:1](O)(=[O:3])C.[C:5]([O:9][C:10](=[O:32])[N:11]([C:23]1[CH:28]=[CH:27][C:26]([NH2:29])=[C:25]([CH2:30][NH2:31])[N:24]=1)[CH2:12][C:13]1[CH:18]=[CH:17][C:16]([O:19][CH3:20])=[CH:15][C:14]=1[O:21][CH3:22])([CH3:8])([CH3:7])[CH3:6].C(N(CC)C(C)C)(C)C.C(N1C=CN=C1)(N1C=CN=C1)=O. Given the product [C:5]([O:9][C:10](=[O:32])[N:11]([CH2:12][C:13]1[CH:18]=[CH:17][C:16]([O:19][CH3:20])=[CH:15][C:14]=1[O:21][CH3:22])[C:23]1[CH:28]=[CH:27][C:26]2[NH:29][C:1](=[O:3])[NH:31][CH2:30][C:25]=2[N:24]=1)([CH3:8])([CH3:6])[CH3:7], predict the reactants needed to synthesize it. (6) Given the product [CH2:1]([O:3][C:4](=[O:13])[CH2:5][C:6]1[CH:11]=[CH:10][C:9]([S:12][CH2:21][O:22][CH2:23][CH3:24])=[CH:8][CH:7]=1)[CH3:2], predict the reactants needed to synthesize it. The reactants are: [CH2:1]([O:3][C:4](=[O:13])[CH2:5][C:6]1[CH:11]=[CH:10][C:9]([SH:12])=[CH:8][CH:7]=1)[CH3:2].N1C=CC=CC=1.Cl[CH2:21][O:22][CH2:23][CH3:24].Cl. (7) The reactants are: [N:1]([C:4]1[CH:9]=[C:8]([NH:10][C:11](=[O:21])[C:12]2[C:17]([Cl:18])=[CH:16][C:15]([Cl:19])=[CH:14][C:13]=2[Cl:20])[CH:7]=[CH:6][N:5]=1)=[N+]=[N-]. Given the product [NH2:1][C:4]1[CH:9]=[C:8]([NH:10][C:11](=[O:21])[C:12]2[C:13]([Cl:20])=[CH:14][C:15]([Cl:19])=[CH:16][C:17]=2[Cl:18])[CH:7]=[CH:6][N:5]=1, predict the reactants needed to synthesize it. (8) Given the product [CH2:26]1[C:27]2[S:33][C:32]3[CH:34]=[CH:35][CH:36]=[CH:37][C:31]=3[C:28]=2[CH2:29][CH2:30][N:25]1[S:22]([CH2:21][C@H:17]([CH:18]([CH3:19])[CH3:20])[C:16]([OH:43])=[O:38])(=[O:23])=[O:24], predict the reactants needed to synthesize it. The reactants are: OO.C([C@@H]1COC(=O)N1[C:16](=[O:38])[C@H:17]([CH2:21][S:22]([N:25]1[CH2:30][CH2:29][C:28]2[C:31]3[CH:37]=[CH:36][CH:35]=[CH:34][C:32]=3[S:33][C:27]=2[CH2:26]1)(=[O:24])=[O:23])[CH:18]([CH3:20])[CH3:19])C1C=CC=CC=1.O.[OH-].[Li+].S([O-])([O-])=[O:43].[Na+].[Na+]. (9) Given the product [N:30]1([CH2:35][CH2:36][NH:37][C:27]([CH:9]2[CH:8]([C:4]3[CH:5]=[CH:6][CH:7]=[C:2]([Cl:1])[CH:3]=3)[C:12]([C:15]3[CH:16]=[CH:17][C:18]([Cl:21])=[CH:19][CH:20]=3)([C:13]#[N:14])[CH:11]([CH2:22][C:23]([CH3:26])([CH3:25])[CH3:24])[NH:10]2)=[O:28])[CH2:34][CH2:33][CH2:32][CH2:31]1, predict the reactants needed to synthesize it. The reactants are: [Cl:1][C:2]1[CH:3]=[C:4]([CH:8]2[C:12]([C:15]3[CH:20]=[CH:19][C:18]([Cl:21])=[CH:17][CH:16]=3)([C:13]#[N:14])[CH:11]([CH2:22][C:23]([CH3:26])([CH3:25])[CH3:24])[NH:10][CH:9]2[C:27](O)=[O:28])[CH:5]=[CH:6][CH:7]=1.[N:30]1([CH2:35][CH2:36][NH2:37])[CH2:34][CH2:33][CH2:32][CH2:31]1.CN(C(ON1N=NC2C=CC=NC1=2)=[N+](C)C)C.F[P-](F)(F)(F)(F)F.CCN(C(C)C)C(C)C. (10) Given the product [CH3:4][CH:3]([CH3:5])[C@H:2]([C:6]1[CH:7]=[CH:8][C:9]([C:10]([NH:12][O:13][CH:14]2[CH2:19][CH2:18][CH2:17][CH2:16][O:15]2)=[O:11])=[CH:20][CH:21]=1)[NH:1][C:49]([NH2:48])=[S:50], predict the reactants needed to synthesize it. The reactants are: [NH2:1][C@@H:2]([C:6]1[CH:21]=[CH:20][C:9]([C:10]([NH:12][O:13][CH:14]2[CH2:19][CH2:18][CH2:17][CH2:16][O:15]2)=[O:11])=[CH:8][CH:7]=1)[CH:3]([CH3:5])[CH3:4].C(N(CC)C(C)C)(C)C.C([N:48]=[C:49]=[S:50])(OCC1C2C(=CC=CC=2)C2C1=CC=CC=2)=O.N1CCCCC1.